This data is from Forward reaction prediction with 1.9M reactions from USPTO patents (1976-2016). The task is: Predict the product of the given reaction. Given the reactants [C:1]([O:5][C:6]([N:8]1[CH2:13][CH2:12][N:11]([C:14]2[C:19]([C:20]([O:22]CC)=[O:21])=[CH:18][N:17]=[C:16]([C:25]([CH3:28])([CH3:27])[CH3:26])[N:15]=2)[CH2:10][CH2:9]1)=[O:7])([CH3:4])([CH3:3])[CH3:2].O[Li].O, predict the reaction product. The product is: [C:1]([O:5][C:6]([N:8]1[CH2:9][CH2:10][N:11]([C:14]2[C:19]([C:20]([OH:22])=[O:21])=[CH:18][N:17]=[C:16]([C:25]([CH3:28])([CH3:27])[CH3:26])[N:15]=2)[CH2:12][CH2:13]1)=[O:7])([CH3:4])([CH3:3])[CH3:2].